Dataset: Catalyst prediction with 721,799 reactions and 888 catalyst types from USPTO. Task: Predict which catalyst facilitates the given reaction. (1) Reactant: CC1(C)CCCC(C)(C)N1.[Li]CCCC.[CH3:16][Si:17]([CH3:30])([CH3:29])[CH2:18][CH2:19][O:20][CH2:21][N:22]1[CH:26]=[CH:25][N:24]=[C:23]1[C:27]#[N:28].Cl[C:32]([O:34][CH2:35][CH3:36])=[O:33]. Product: [CH2:35]([O:34][C:32]([C:26]1[N:22]([CH2:21][O:20][CH2:19][CH2:18][Si:17]([CH3:30])([CH3:29])[CH3:16])[C:23]([C:27]#[N:28])=[N:24][CH:25]=1)=[O:33])[CH3:36]. The catalyst class is: 1. (2) Reactant: [C:1]1([NH2:12])[C:6](F)=[C:5](F)[C:4](F)=[C:3](N)C=1F.[ClH:13].Cl.[NH:15]1[C:23]2[C:18](=[CH:19][CH:20]=[CH:21][CH:22]=2)[C:17](/[CH:24]=[CH:25]/[C:26]2[CH:39]=[CH:38][C:29]([C:30]([N:32]3[CH2:37][CH2:36][NH:35][CH2:34][CH2:33]3)=[O:31])=[CH:28][CH:27]=2)=[N:16]1.O.ON1C2C=CC=CC=2N=N1.Cl.C(N=C=NCCCN(C)C)C.CN1CC[O:67][CH2:66]C1.Cl.CO. Product: [ClH:13].[ClH:13].[NH:12]1[CH2:3][CH2:4][CH:5]([C:66]([N:35]2[CH2:36][CH2:37][N:32]([C:30](=[O:31])[C:29]3[CH:28]=[CH:27][C:26](/[CH:25]=[CH:24]/[C:17]4[C:18]5[C:23](=[CH:22][CH:21]=[CH:20][CH:19]=5)[NH:15][N:16]=4)=[CH:39][CH:38]=3)[CH2:33][CH2:34]2)=[O:67])[CH2:6][CH2:1]1. The catalyst class is: 5. (3) Reactant: N1C=CN=C1.C1(P(C2C=CC=CC=2)C2C=CC=CC=2)C=CC=CC=1.[I:25]I.[C:27]([O:31][C:32](=[O:41])[CH2:33][CH2:34][CH2:35][CH2:36][CH2:37][CH2:38][CH2:39]O)([CH3:30])([CH3:29])[CH3:28]. Product: [C:27]([O:31][C:32](=[O:41])[CH2:33][CH2:34][CH2:35][CH2:36][CH2:37][CH2:38][CH2:39][I:25])([CH3:30])([CH3:29])[CH3:28]. The catalyst class is: 229. (4) Reactant: C([O:5][C:6](=[O:35])[CH2:7][N:8]1[C:16]2[C:11](=[CH:12][C:13]([Cl:17])=[CH:14][CH:15]=2)[C:10]2([C:21](=[O:22])[N:20]([CH2:23][C:24]3[N:25]=[C:26]([CH:29]([CH3:31])[CH3:30])[S:27][CH:28]=3)[C:19](=[O:32])[N:18]2[CH3:33])[C:9]1=[O:34])(C)(C)C. The catalyst class is: 89. Product: [Cl:17][C:13]1[CH:12]=[C:11]2[C:16](=[CH:15][CH:14]=1)[N:8]([CH2:7][C:6]([OH:35])=[O:5])[C:9](=[O:34])[C:10]12[C:21](=[O:22])[N:20]([CH2:23][C:24]2[N:25]=[C:26]([CH:29]([CH3:31])[CH3:30])[S:27][CH:28]=2)[C:19](=[O:32])[N:18]1[CH3:33]. (5) Reactant: [OH-].[Na+].[OH:3][C:4]1[CH:30]=[CH:29][CH:28]=[CH:27][C:5]=1[CH2:6][NH:7][C:8]([NH:10][C:11]1[N:15]([C:16]2[CH:21]=[CH:20][C:19]([CH3:22])=[CH:18][CH:17]=2)[N:14]=[C:13]([C:23]([CH3:26])([CH3:25])[CH3:24])[CH:12]=1)=[O:9].[Cl:31][C:32]1[N:37]=[C:36](Cl)[C:35]([N+:39]([O-:41])=[O:40])=[CH:34][N:33]=1.C(O)(=O)CC(CC(O)=O)(C(O)=O)O. Product: [C:23]([C:13]1[CH:12]=[C:11]([NH:10][C:8]([NH:7][CH2:6][C:5]2[CH:27]=[CH:28][CH:29]=[CH:30][C:4]=2[O:3][C:34]2[C:35]([N+:39]([O-:41])=[O:40])=[CH:36][N:37]=[C:32]([Cl:31])[N:33]=2)=[O:9])[N:15]([C:16]2[CH:21]=[CH:20][C:19]([CH3:22])=[CH:18][CH:17]=2)[N:14]=1)([CH3:25])([CH3:26])[CH3:24]. The catalyst class is: 95.